Dataset: Forward reaction prediction with 1.9M reactions from USPTO patents (1976-2016). Task: Predict the product of the given reaction. (1) Given the reactants FC(F)(F)C(O)=O.[NH2:8][CH2:9][CH2:10][CH2:11][C:12]1[C:13]([C:17]2[N:21]([C:22]3[CH:27]=[CH:26][C:25]([F:28])=[C:24]([Cl:29])[CH:23]=3)C(=O)[O:19][N:18]=2)=[N:14][O:15][N:16]=1.[S:31](N)([NH2:34])(=[O:33])=[O:32].[OH-].[Na+], predict the reaction product. The product is: [NH2:34][S:31]([NH:8][CH2:9][CH2:10][CH2:11][C:12]1[C:13]([C:17](=[N:18][OH:19])[NH:21][C:22]2[CH:27]=[CH:26][C:25]([F:28])=[C:24]([Cl:29])[CH:23]=2)=[N:14][O:15][N:16]=1)(=[O:33])=[O:32]. (2) Given the reactants [OH:1][CH2:2][CH2:3][NH2:4].[CH:5]1(Br)[CH2:12][CH2:11][CH2:10][CH2:9][CH2:8][CH2:7][CH2:6]1, predict the reaction product. The product is: [CH:5]1([NH:4][CH2:3][CH2:2][OH:1])[CH2:12][CH2:11][CH2:10][CH2:9][CH2:8][CH2:7][CH2:6]1. (3) The product is: [CH:1]1([C:4]([CH:6]([N:31]2[CH2:32][CH2:33][C:34]3[S:35][C:27](=[O:26])[CH2:28][C:29]=3[CH2:30]2)[C:7]2[CH:12]=[CH:11][CH:10]=[CH:9][C:8]=2[F:13])=[O:5])[CH2:3][CH2:2]1. Given the reactants [CH:1]1([C:4]([CH:6](Br)[C:7]2[CH:12]=[CH:11][CH:10]=[CH:9][C:8]=2[F:13])=[O:5])[CH2:3][CH2:2]1.C1(C)C=CC(S(O)(=O)=O)=CC=1.[O:26]=[C:27]1[S:35][C:34]2[CH2:33][CH2:32][NH:31][CH2:30][C:29]=2[CH2:28]1.C(=O)(O)[O-].[Na+].[Br-].[Na+], predict the reaction product. (4) Given the reactants [F:1][C:2]1[CH:32]=[CH:31][C:5]([CH2:6][NH:7][C:8]([C:10]2[NH:11][C:12](=[O:30])[C:13]3[C:18]([CH2:19][O:20][CH2:21][C@H:22]4[CH2:27][O:26][C@H:25]([CH2:28][OH:29])[CH2:24][O:23]4)=[CH:17][S:16][C:14]=3[N:15]=2)=[O:9])=[CH:4][C:3]=1[O:33][CH3:34].[Cr](O[Cr]([O-])(=O)=O)([O-])(=O)=[O:36].[NH+]1C=CC=CC=1.[NH+]1C=CC=CC=1, predict the reaction product. The product is: [F:1][C:2]1[CH:32]=[CH:31][C:5]([CH2:6][NH:7][C:8]([C:10]2[NH:11][C:12](=[O:30])[C:13]3[C:18]([CH2:19][O:20][CH2:21][C@@H:22]4[CH2:27][O:26][C@@H:25]([C:28]([OH:36])=[O:29])[CH2:24][O:23]4)=[CH:17][S:16][C:14]=3[N:15]=2)=[O:9])=[CH:4][C:3]=1[O:33][CH3:34]. (5) Given the reactants [NH2:1][C:2]1[N:7]=[C:6](Cl)[CH:5]=[C:4]([CH3:9])[N:3]=1.Cl.[Cl:11][C:12]1[CH:18]=[CH:17][C:16]([O:19][CH3:20])=[CH:15][C:13]=1[NH2:14], predict the reaction product. The product is: [Cl:11][C:12]1[CH:18]=[CH:17][C:16]([O:19][CH3:20])=[CH:15][C:13]=1[NH:14][C:6]1[CH:5]=[C:4]([CH3:9])[N:3]=[C:2]([NH2:1])[N:7]=1.